Dataset: Reaction yield outcomes from USPTO patents with 853,638 reactions. Task: Predict the reaction yield, written as a fraction of the theoretical maximum amount of product (1.0 means a 100% yield; for example, 0.34 means a 34% yield). (1) The yield is 0.310. The product is [CH3:34][S:35]([OH:38])(=[O:37])=[O:36].[CH3:1][C:2]1[CH:11]=[CH:10][C:9]([N:12]2[CH2:17][CH2:16][N:15]([CH3:18])[CH2:14][CH2:13]2)=[C:8]2[C:3]=1[CH2:4][CH2:5][C@@H:6]([NH:19][C:20](=[O:33])[C:21]1[CH:26]=[CH:25][C:24]([N:27]3[CH2:32][CH2:31][O:30][CH2:29][CH2:28]3)=[CH:23][CH:22]=1)[CH2:7]2. The catalyst is O1CCCC1. The reactants are [CH3:1][C:2]1[CH:11]=[CH:10][C:9]([N:12]2[CH2:17][CH2:16][N:15]([CH3:18])[CH2:14][CH2:13]2)=[C:8]2[C:3]=1[CH2:4][CH2:5][C@@H:6]([NH:19][C:20](=[O:33])[C:21]1[CH:26]=[CH:25][C:24]([N:27]3[CH2:32][CH2:31][O:30][CH2:29][CH2:28]3)=[CH:23][CH:22]=1)[CH2:7]2.[CH3:34][S:35]([OH:38])(=[O:37])=[O:36]. (2) The reactants are [NH:1]1[CH2:6][CH2:5][NH:4][CH2:3][CH2:2]1.CS([C:11]1[N:12]=[CH:13][C:14]2[C:19]([C:20]3[CH:25]=[CH:24][CH:23]=[CH:22][CH:21]=3)=[C:18]([C:26]3[CH:31]=[CH:30][C:29]([C:32]4([NH:36][C:37](=[O:43])[O:38][C:39]([CH3:42])([CH3:41])[CH3:40])[CH2:35][CH2:34][CH2:33]4)=[CH:28][CH:27]=3)[O:17][C:15]=2[N:16]=1)(=O)=O. The catalyst is FC(F)(F)C1C=CC=CC=1. The product is [C:20]1([C:19]2[C:14]3[CH:13]=[N:12][C:11]([N:1]4[CH2:6][CH2:5][NH:4][CH2:3][CH2:2]4)=[N:16][C:15]=3[O:17][C:18]=2[C:26]2[CH:31]=[CH:30][C:29]([C:32]3([NH:36][C:37](=[O:43])[O:38][C:39]([CH3:41])([CH3:40])[CH3:42])[CH2:33][CH2:34][CH2:35]3)=[CH:28][CH:27]=2)[CH:21]=[CH:22][CH:23]=[CH:24][CH:25]=1. The yield is 0.910. (3) The reactants are O[CH2:2]/[CH:3]=[CH:4]/[C:5]1[CH:6]=[C:7]([CH:14]=[C:15]([O:17][CH3:18])[CH:16]=1)[O:8][CH2:9][C:10]([O:12][CH3:13])=[O:11].C(Br)(Br)(Br)[Br:20].C1(P(C2C=CC=CC=2)C2C=CC=CC=2)C=CC=CC=1.CCOCC. The catalyst is ClCCl. The product is [Br:20][CH2:2]/[CH:3]=[CH:4]/[C:5]1[CH:6]=[C:7]([CH:14]=[C:15]([O:17][CH3:18])[CH:16]=1)[O:8][CH2:9][C:10]([O:12][CH3:13])=[O:11]. The yield is 0.753. (4) The reactants are [H-].[Na+].[OH:3][CH:4](C)[CH2:5][NH:6][C:7]([C:9]1[O:10][C:11]2[CH:17]=[CH:16][CH:15]=[CH:14][C:12]=2[CH:13]=1)=[O:8].C[O:20][C:21](=[O:48])[C:22]1[CH:27]=[C:26]([CH3:28])[CH:25]=[C:24]([CH3:29])[C:23]=1[N:30]([CH2:41][C:42]1[CH:47]=[CH:46][CH:45]=[CH:44][CH:43]=1)[S:31]([C:34]1[CH:39]=[CH:38][C:37](F)=[CH:36][CH:35]=1)(=[O:33])=[O:32].[Li+].[OH-]. The catalyst is CN(C=O)C.C1COCC1.O.CO. The product is [O:10]1[C:11]2[CH:17]=[CH:16][CH:15]=[CH:14][C:12]=2[CH:13]=[C:9]1[C:7]([NH:6][CH2:5][CH2:4][O:3][C:37]1[CH:38]=[CH:39][C:34]([S:31]([N:30]([C:23]2[C:24]([CH3:29])=[CH:25][C:26]([CH3:28])=[CH:27][C:22]=2[C:21]([OH:48])=[O:20])[CH2:41][C:42]2[CH:43]=[CH:44][CH:45]=[CH:46][CH:47]=2)(=[O:32])=[O:33])=[CH:35][CH:36]=1)=[O:8]. The yield is 0.440. (5) The reactants are Cl.[Cl:2][C:3]1[CH:9]=[CH:8][C:7]([O:10][CH3:11])=[CH:6][C:4]=1[NH2:5].[F:12][C:13]([CH2:16][C:17](=O)[CH2:18]C(OCC)=O)([F:15])[F:14].[OH2:25]. No catalyst specified. The product is [Cl:2][C:3]1[CH:9]=[CH:8][C:7]([O:10][CH3:11])=[C:6]2[C:4]=1[N:5]=[C:16]([C:13]([F:12])([F:14])[F:15])[CH:17]=[C:18]2[OH:25]. The yield is 0.190. (6) The reactants are C(OC([N:8]1[CH2:13][CH2:12][N:11]([C:14]2[CH:19]=[CH:18][C:17]([NH:20][C:21]([C:23]3[CH:28]=[C:27]([N+:29]([O-:31])=[O:30])[CH:26]=[CH:25][C:24]=3[Cl:32])=[O:22])=[CH:16][CH:15]=2)[CH2:10][CH2:9]1)=O)(C)(C)C. The catalyst is Cl.O1CCOCC1.C(OCC)C. The product is [N:11]1([C:14]2[CH:19]=[CH:18][C:17]([NH:20][C:21]([C:23]3[CH:28]=[C:27]([N+:29]([O-:31])=[O:30])[CH:26]=[CH:25][C:24]=3[Cl:32])=[O:22])=[CH:16][CH:15]=2)[CH2:12][CH2:13][NH:8][CH2:9][CH2:10]1. The yield is 0.900. (7) The reactants are [CH3:1][N:2]1[CH2:6][CH2:5][CH2:4][CH:3]1[C:7]1[CH:14]=[CH:13][C:10]([CH:11]=O)=[CH:9][CH:8]=1.[NH2:15][C:16]1[CH:24]=[CH:23][CH:22]=[C:21]2[C:17]=1[CH2:18][O:19][C:20]2=[O:25].[O-]S([O-])(=O)=O.[Mg+2]. The catalyst is CC#N. The product is [CH3:1][N:2]1[CH2:6][CH2:5][CH2:4][CH:3]1[C:7]1[CH:14]=[CH:13][C:10](/[CH:11]=[N:15]/[C:16]2[CH:24]=[CH:23][CH:22]=[C:21]3[C:17]=2[CH2:18][O:19][C:20]3=[O:25])=[CH:9][CH:8]=1. The yield is 0.410. (8) The reactants are C[O:2][C:3](=[O:23])[CH:4]([C:12]1[CH:17]=[CH:16][C:15]([S:18]([CH3:21])(=[O:20])=[O:19])=[C:14]([Cl:22])[CH:13]=1)[O:5][CH:6]1[CH2:11][CH2:10][CH2:9][CH:8]=[CH:7]1.[OH-].[K+]. The catalyst is C(O)C.O. The product is [Cl:22][C:14]1[CH:13]=[C:12]([CH:4]([O:5][CH:6]2[CH2:11][CH2:10][CH2:9][CH:8]=[CH:7]2)[C:3]([OH:23])=[O:2])[CH:17]=[CH:16][C:15]=1[S:18]([CH3:21])(=[O:20])=[O:19]. The yield is 0.790. (9) The reactants are [N:1]1[C:10]2[C:5](=[CH:6][CH:7]=[CH:8][CH:9]=2)[N:4]=[CH:3][C:2]=1[N:11]1[CH2:22][CH2:21][C:14]2([C:19](=[O:20])[NH:18][CH2:17][CH2:16][CH2:15]2)[CH2:13][CH2:12]1.[H-].[Na+].Cl[CH2:26][C:27]1[CH:28]=[C:29]([C:33]2[CH:34]=[N:35][CH:36]=[CH:37][CH:38]=2)[CH:30]=[CH:31][CH:32]=1. The catalyst is C1COCC1. The product is [N:35]1[CH:36]=[CH:37][CH:38]=[C:33]([C:29]2[CH:28]=[C:27]([CH:32]=[CH:31][CH:30]=2)[CH2:26][N:18]2[CH2:17][CH2:16][CH2:15][C:14]3([CH2:21][CH2:22][N:11]([C:2]4[CH:3]=[N:4][C:5]5[C:10](=[CH:9][CH:8]=[CH:7][CH:6]=5)[N:1]=4)[CH2:12][CH2:13]3)[C:19]2=[O:20])[CH:34]=1. The yield is 0.460.